From a dataset of Catalyst prediction with 721,799 reactions and 888 catalyst types from USPTO. Predict which catalyst facilitates the given reaction. (1) Reactant: Cl[C:2]1[N:3]=[CH:4][C:5]2[N:11]([CH3:12])[C:10](=[O:13])[C:9]([CH3:15])([CH3:14])[CH2:8][N:7]([CH:16]3[CH2:20][CH2:19][CH2:18][CH2:17]3)[C:6]=2[N:21]=1.[CH2:22]([NH2:29])[C:23]1[CH:28]=[CH:27][CH:26]=[CH:25][CH:24]=1.C(N(C(C)C)CC)(C)C. The catalyst class is: 51. Product: [CH2:22]([NH:29][C:2]1[N:3]=[CH:4][C:5]2[N:11]([CH3:12])[C:10](=[O:13])[C:9]([CH3:15])([CH3:14])[CH2:8][N:7]([CH:16]3[CH2:20][CH2:19][CH2:18][CH2:17]3)[C:6]=2[N:21]=1)[C:23]1[CH:28]=[CH:27][CH:26]=[CH:25][CH:24]=1. (2) Reactant: [CH2:1]([O:8][C:9]1[C:10](=[O:44])[N:11]([CH2:40][CH2:41][O:42][CH3:43])[CH:12]=[CH:13][C:14]=1[C:15]([NH:17][CH:18]([CH2:23][O:24][C:25]1[CH:30]=[CH:29][C:28]([O:31][CH2:32][C:33]([O:35][C:36]([CH3:39])([CH3:38])[CH3:37])=[O:34])=[CH:27][CH:26]=1)[C:19]([O:21]C)=[O:20])=[O:16])[C:2]1[CH:7]=[CH:6][CH:5]=[CH:4][CH:3]=1.[OH-].[Na+].Cl. Product: [CH2:1]([O:8][C:9]1[C:10](=[O:44])[N:11]([CH2:40][CH2:41][O:42][CH3:43])[CH:12]=[CH:13][C:14]=1[C:15]([NH:17][CH:18]([CH2:23][O:24][C:25]1[CH:26]=[CH:27][C:28]([O:31][CH2:32][C:33]([O:35][C:36]([CH3:37])([CH3:38])[CH3:39])=[O:34])=[CH:29][CH:30]=1)[C:19]([OH:21])=[O:20])=[O:16])[C:2]1[CH:3]=[CH:4][CH:5]=[CH:6][CH:7]=1. The catalyst class is: 5. (3) Reactant: [C:1]([C:3]1([C:9](OC)=[O:10])[CH2:8][CH2:7][CH2:6][CH2:5][CH2:4]1)#[N:2].[H-].[H-].[H-].[H-].[Li+].[Al+3].[OH-].[Na+].C(C(C(C([O-])=O)O)O)([O-])=O.[K+].[Na+]. Product: [NH2:2][CH2:1][C:3]1([CH2:9][OH:10])[CH2:8][CH2:7][CH2:6][CH2:5][CH2:4]1. The catalyst class is: 677. (4) Reactant: [CH3:1][O:2][C:3]([CH:5]1[NH:10][CH2:9][C:8]2[N:11]=[CH:12][N:13]([CH2:14][C:15]3[CH:20]=[CH:19][CH:18]=[CH:17][CH:16]=3)[C:7]=2[CH2:6]1)=[O:4].ClC1C(=O)C(C#N)=C(C#N)C(=O)C=1Cl. Product: [CH3:1][O:2][C:3]([C:5]1[N:10]=[CH:9][C:8]2[N:11]=[CH:12][N:13]([CH2:14][C:15]3[CH:20]=[CH:19][CH:18]=[CH:17][CH:16]=3)[C:7]=2[CH:6]=1)=[O:4]. The catalyst class is: 7. (5) Reactant: Cl.[F:2][C:3]1[CH:4]=[C:5]2[C:9](=[CH:10][C:11]=1[C:12]1[C:20]3[C:15](=[N:16][CH:17]=[CH:18][C:19]=3[NH:21][S:22]([CH:25]3[CH2:30][CH2:29][NH:28][CH2:27][CH2:26]3)(=[O:24])=[O:23])[N:14]([CH:31]([CH3:33])[CH3:32])[CH:13]=1)[N:8]([CH3:34])[CH2:7][CH2:6]2.[C:35](O)(=O)C.C=O.C([BH3-])#N.[Na+]. Product: [F:2][C:3]1[CH:4]=[C:5]2[C:9](=[CH:10][C:11]=1[C:12]1[C:20]3[C:15](=[N:16][CH:17]=[CH:18][C:19]=3[NH:21][S:22]([CH:25]3[CH2:30][CH2:29][N:28]([CH3:35])[CH2:27][CH2:26]3)(=[O:24])=[O:23])[N:14]([CH:31]([CH3:32])[CH3:33])[CH:13]=1)[N:8]([CH3:34])[CH2:7][CH2:6]2. The catalyst class is: 5. (6) Reactant: [C:1]1([CH:7]([C:15]2[CH:20]=[CH:19][CH:18]=[CH:17][CH:16]=2)[C:8]2[CH:9]=[CH:10][C:11](=[O:14])[NH:12][CH:13]=2)[CH:6]=[CH:5][CH:4]=[CH:3][CH:2]=1.Cl[CH2:22]/[CH:23]=[CH:24]/[C:25]1[CH:33]=[CH:32][CH:31]=[C:30]2[C:26]=1[CH:27]=[CH:28][N:29]2[C:34]([O:36][C:37]([CH3:40])([CH3:39])[CH3:38])=[O:35]. Product: [C:1]1([CH:7]([C:15]2[CH:20]=[CH:19][CH:18]=[CH:17][CH:16]=2)[C:8]2[CH:9]=[CH:10][C:11](=[O:14])[N:12]([CH2:22]/[CH:23]=[CH:24]/[C:25]3[CH:33]=[CH:32][CH:31]=[C:30]4[C:26]=3[CH:27]=[CH:28][N:29]4[C:34]([O:36][C:37]([CH3:38])([CH3:40])[CH3:39])=[O:35])[CH:13]=2)[CH:2]=[CH:3][CH:4]=[CH:5][CH:6]=1. The catalyst class is: 3.